This data is from Full USPTO retrosynthesis dataset with 1.9M reactions from patents (1976-2016). The task is: Predict the reactants needed to synthesize the given product. Given the product [N:1]1([CH2:6][CH2:7][NH:8][C:9](=[O:38])[O:10][C@@H:11]2[CH2:27][C@@H:26]3[C@@:14]([CH3:37])([C@@H:15]4[C@@H:23]([CH2:24][CH2:25]3)[C:22]3[C@@:18]([CH3:36])([C@@H:19]([C:29]5[CH:30]=[CH:31][C:32](=[O:35])[O:33][CH:34]=5)[CH2:20][CH:21]=3)[CH2:17][CH2:16]4)[CH2:13][CH2:12]2)[CH2:5][CH2:4][CH2:3][CH2:2]1, predict the reactants needed to synthesize it. The reactants are: [N:1]1([CH2:6][CH2:7][NH:8][C:9](=[O:38])[O:10][C@@H:11]2[CH2:27][C@@H:26]3[C@@:14]([CH3:37])([C@@H:15]4[C@@H:23]([CH2:24][CH2:25]3)[C@:22]3(O)[C@@:18]([CH3:36])([C@@H:19]([C:29]5[CH:30]=[CH:31][C:32](=[O:35])[O:33][CH:34]=5)[CH2:20][CH2:21]3)[CH2:17][CH2:16]4)[CH2:13][CH2:12]2)[CH2:5][CH2:4][CH2:3][CH2:2]1.O=S(Cl)Cl.